The task is: Predict which catalyst facilitates the given reaction.. This data is from Catalyst prediction with 721,799 reactions and 888 catalyst types from USPTO. (1) Reactant: Br[C:2]1[CH:3]=[CH:4][CH:5]=[C:6]2[C:10]=1[NH:9][C:8]([CH3:11])=[C:7]2[C:12]([CH2:22][CH3:23])([C:15]1[CH:20]=[CH:19][C:18]([F:21])=[CH:17][CH:16]=1)[CH2:13][CH3:14].[Li]CCCC.C1(P([N:43]=[N+]=[N-])(C2C=CC=CC=2)=O)C=CC=CC=1.COCCO[AlH2-]OCCOC.[Na+]. Product: [CH2:13]([C:12]([C:7]1[C:6]2[C:10](=[C:2]([NH2:43])[CH:3]=[CH:4][CH:5]=2)[NH:9][C:8]=1[CH3:11])([C:15]1[CH:20]=[CH:19][C:18]([F:21])=[CH:17][CH:16]=1)[CH2:22][CH3:23])[CH3:14]. The catalyst class is: 7. (2) Reactant: [CH2:1]([C:3]1[CH:20]=[CH:19][C:6]([O:7][C:8]2[CH:13]=[C:12]([CH3:14])[C:11]([C:15](=[O:17])[CH3:16])=[C:10]([CH3:18])[CH:9]=2)=[CH:5][CH:4]=1)[CH3:2].[Br-:21].[Br-].[Br-].C([N+](CCCC)(CCCC)CCCC)CCC.C([N+](CCCC)(CCCC)CCCC)CCC.C([N+](CCCC)(CCCC)CCCC)CCC. Product: [Br:21][CH2:16][C:15]([C:11]1[C:12]([CH3:14])=[CH:13][C:8]([O:7][C:6]2[CH:19]=[CH:20][C:3]([CH2:1][CH3:2])=[CH:4][CH:5]=2)=[CH:9][C:10]=1[CH3:18])=[O:17]. The catalyst class is: 10. (3) Reactant: Br[C:2]1[CH:3]=[C:4]([O:20][CH3:21])[C:5]2[NH:9][C:8](=[O:10])[N:7]([C:11]3[CH:16]=[C:15]([F:17])[CH:14]=[C:13]([F:18])[CH:12]=3)[C:6]=2[CH:19]=1.[F:22][C:23]1[CH:28]=[CH:27][C:26]([C:29]2[O:30][C:31]3[CH:41]=[C:40]([N:42]([CH3:47])[S:43]([CH3:46])(=[O:45])=[O:44])[C:39](B4OC(C)(C)C(C)(C)O4)=[CH:38][C:32]=3[C:33]=2[C:34]([NH:36][CH3:37])=[O:35])=[CH:25][CH:24]=1.C([O-])([O-])=O.[K+].[K+]. Product: [F:18][C:13]1[CH:12]=[C:11]([N:7]2[C:6]3[CH:19]=[C:2]([C:39]4[C:40]([N:42]([CH3:47])[S:43]([CH3:46])(=[O:45])=[O:44])=[CH:41][C:31]5[O:30][C:29]([C:26]6[CH:27]=[CH:28][C:23]([F:22])=[CH:24][CH:25]=6)=[C:33]([C:34]([NH:36][CH3:37])=[O:35])[C:32]=5[CH:38]=4)[CH:3]=[C:4]([O:20][CH3:21])[C:5]=3[NH:9][C:8]2=[O:10])[CH:16]=[C:15]([F:17])[CH:14]=1. The catalyst class is: 75. (4) Product: [CH2:1]([N:3]1[C:11]2[C:6](=[CH:7][CH:8]=[CH:9][CH:10]=2)[C:5]([CH2:12][CH:13]([NH2:15])[CH3:14])=[CH:4]1)[CH3:2]. The catalyst class is: 1. Reactant: [CH2:1]([N:3]1[C:11]2[C:6](=[CH:7][CH:8]=[CH:9][CH:10]=2)[C:5]([CH:12]=[C:13]([N+:15]([O-])=O)[CH3:14])=[CH:4]1)[CH3:2].[H-].[H-].[H-].[H-].[Li+].[Al+3].